The task is: Predict which catalyst facilitates the given reaction.. This data is from Catalyst prediction with 721,799 reactions and 888 catalyst types from USPTO. (1) The catalyst class is: 21. Reactant: [CH3:1][O:2][C:3]1[CH:8]=[CH:7][C:6]([SH:9])=[CH:5][CH:4]=1.C([O-])([O-])=O.[K+].[K+].Br[CH:17]([CH3:23])[C:18]([O:20][CH2:21][CH3:22])=[O:19]. Product: [CH2:21]([O:20][C:18](=[O:19])[CH:17]([S:9][C:6]1[CH:7]=[CH:8][C:3]([O:2][CH3:1])=[CH:4][CH:5]=1)[CH3:23])[CH3:22]. (2) Reactant: [N:1]([CH2:4][CH:5]([C:7]1[CH:12]=[CH:11][C:10]([F:13])=[C:9]([F:14])[CH:8]=1)[OH:6])=[N+]=[N-]. Product: [NH2:1][CH2:4][CH:5]([C:7]1[CH:12]=[CH:11][C:10]([F:13])=[C:9]([F:14])[CH:8]=1)[OH:6]. The catalyst class is: 29. (3) Reactant: ClC1C=C(C=CC=1)C(OO)=[O:6].[C:12]([C:16]([NH:18][C:19]1[CH:31]=[CH:30][C:22]2[S:23][C:24]3[CH:29]=[CH:28][CH:27]=[CH:26][C:25]=3[C:21]=2[CH:20]=1)=[O:17])([CH3:15])([CH3:14])[CH3:13].C(Cl)Cl. Product: [O:6]=[S:23]1[C:24]2[CH:29]=[CH:28][CH:27]=[CH:26][C:25]=2[C:21]2[CH:20]=[C:19]([NH:18][C:16]([C:12]([CH3:15])([CH3:13])[CH3:14])=[O:17])[CH:31]=[CH:30][C:22]1=2. The catalyst class is: 26. (4) Reactant: FC1C=C(C(Cl)=O)C=CC=1.[Cl:11][C:12]1[CH:13]=[C:14]([CH:16]=[CH:17][C:18]=1[O:19][C:20]1[C:29]2[C:24](=[CH:25][C:26]([O:32][CH3:33])=[C:27]([O:30][CH3:31])[CH:28]=2)[N:23]=[CH:22][CH:21]=1)[NH2:15].[F:34][C:35]1[CH:36]=[C:37]([C:41]([N:43]=[C:44]=[S:45])=[O:42])[CH:38]=[CH:39][CH:40]=1. Product: [F:34][C:35]1[CH:36]=[C:37]([C:41]([N:43]=[C:44]=[S:45])=[O:42])[CH:38]=[CH:39][CH:40]=1.[Cl:11][C:12]1[CH:13]=[C:14]([NH:15][C:44]([NH:43][C:41](=[O:42])[C:37]2[CH:38]=[CH:39][CH:40]=[C:35]([F:34])[CH:36]=2)=[S:45])[CH:16]=[CH:17][C:18]=1[O:19][C:20]1[C:29]2[C:24](=[CH:25][C:26]([O:32][CH3:33])=[C:27]([O:30][CH3:31])[CH:28]=2)[N:23]=[CH:22][CH:21]=1. The catalyst class is: 234. (5) Reactant: CS(O[CH2:6][CH:7]1[CH2:12][CH2:11][CH:10]([CH2:13][N:14]([CH2:35][C:36]2[CH:41]=[CH:40][CH:39]=[CH:38][CH:37]=2)[S:15]([NH:18][C:19](=[O:34])[C:20]2[CH:25]=[C:24]([C:26]([F:29])([F:28])[F:27])[CH:23]=[C:22]([C:30]([F:33])([F:32])[F:31])[CH:21]=2)(=[O:17])=[O:16])[CH2:9][CH2:8]1)(=O)=O.[N-:42]=[N+:43]=[N-:44].[Na+]. Product: [N:42]([CH2:6][CH:7]1[CH2:12][CH2:11][CH:10]([CH2:13][N:14]([CH2:35][C:36]2[CH:41]=[CH:40][CH:39]=[CH:38][CH:37]=2)[S:15]([NH:18][C:19](=[O:34])[C:20]2[CH:21]=[C:22]([C:30]([F:31])([F:32])[F:33])[CH:23]=[C:24]([C:26]([F:28])([F:29])[F:27])[CH:25]=2)(=[O:16])=[O:17])[CH2:9][CH2:8]1)=[N+:43]=[N-:44]. The catalyst class is: 42.